The task is: Predict the reaction yield, written as a fraction of the theoretical maximum amount of product (1.0 means a 100% yield; for example, 0.34 means a 34% yield).. This data is from Reaction yield outcomes from USPTO patents with 853,638 reactions. (1) The reactants are Cl[C:2]1[N:7]=[C:6]([NH:8][C:9]2[CH:14]=[CH:13][C:12]3[O:15][CH2:16][CH2:17][O:18][C:11]=3[CH:10]=2)[C:5]([F:19])=[CH:4][N:3]=1.[NH2:20][C:21]1[CH:22]=[N:23][CH:24]=[CH:25][CH:26]=1.CC(C)([O-])C.[Na+].C1C=CC(P(C2C=CC3C(=CC=CC=3)C=2C2C3C(=CC=CC=3)C=CC=2P(C2C=CC=CC=2)C2C=CC=CC=2)C2C=CC=CC=2)=CC=1.C(N(CC)C(C)C)(C)C. The catalyst is C1(C)C=CC=CC=1.C([O-])(=O)C.[Pd+2].C([O-])(=O)C. The product is [CH2:17]1[CH2:16][O:15][C:12]2[CH:13]=[CH:14][C:9]([NH:8][C:6]3[C:5]([F:19])=[CH:4][N:3]=[C:2]([NH:20][C:21]4[CH:22]=[N:23][CH:24]=[CH:25][CH:26]=4)[N:7]=3)=[CH:10][C:11]=2[O:18]1. The yield is 0.140. (2) The reactants are Br[C:2]1[CH:3]=[C:4]2[C:9](=[CH:10][CH:11]=1)[N:8]([CH3:12])[C:7](=[O:13])[C:6]([C:14]([NH:16][CH2:17][C:18]([O:20]CC)=[O:19])=[O:15])=[C:5]2[OH:23].C(Cl)(Cl)Cl.CC(C1C=C(C(C)C)C(C2C=CC=CC=2P(C2CCCCC2)C2CCCCC2)=C(C(C)C)C=1)C.[NH:62]1[CH2:67][CH2:66][O:65][CH2:64][CH2:63]1.CC(C)([O-])C.[Na+]. The catalyst is O1CCOCC1.C1C=CC(/C=C/C(/C=C/C2C=CC=CC=2)=O)=CC=1.C1C=CC(/C=C/C(/C=C/C2C=CC=CC=2)=O)=CC=1.C1C=CC(/C=C/C(/C=C/C2C=CC=CC=2)=O)=CC=1.[Pd].[Pd]. The product is [OH:23][C:5]1[C:4]2[C:9](=[CH:10][CH:11]=[C:2]([N:62]3[CH2:67][CH2:66][O:65][CH2:64][CH2:63]3)[CH:3]=2)[N:8]([CH3:12])[C:7](=[O:13])[C:6]=1[C:14]([NH:16][CH2:17][C:18]([OH:20])=[O:19])=[O:15]. The yield is 0.110. (3) The product is [Cl:1][C:2]1[CH:11]=[CH:10][CH:9]=[C:8]2[C:3]=1[N:4]=[C:5]([C:13]([O:15][CH2:16][CH3:17])=[O:14])[C:6](=[O:12])[N:7]2[C:23]1[CH:24]=[CH:25][C:20]([O:19][CH3:18])=[CH:21][CH:22]=1. The reactants are [Cl:1][C:2]1[CH:11]=[CH:10][CH:9]=[C:8]2[C:3]=1[N:4]=[C:5]([C:13]([O:15][CH2:16][CH3:17])=[O:14])[C:6](=[O:12])[NH:7]2.[CH3:18][O:19][C:20]1[CH:25]=[CH:24][C:23](OB(O)O)=[CH:22][CH:21]=1.N1C=CC=CC=1.C(N(CC)CC)C. The catalyst is C([O-])(=O)C.[Cu+2].C([O-])(=O)C.CCCCCC.C(OCC)(=O)C.C(Cl)(Cl)Cl. The yield is 0.780.